From a dataset of Forward reaction prediction with 1.9M reactions from USPTO patents (1976-2016). Predict the product of the given reaction. (1) The product is: [C:51]1([O:57][C:58](=[O:59])[NH:1][C@@H:2]2[CH2:6][CH2:5][N:4]([C:7]3[N:15]=[C:14]4[C:10]([N:11]=[CH:12][N:13]4[C@@H:16]4[CH2:20][C@H:19]([NH:21][C:22](=[O:25])[CH2:23][CH3:24])[C@@H:18]([OH:26])[C@H:17]4[OH:27])=[C:9]([NH:28][CH2:29][CH:30]([C:31]4[CH:36]=[CH:35][C:34]([OH:37])=[CH:33][CH:32]=4)[C:38]4[CH:43]=[CH:42][C:41]([OH:44])=[CH:40][CH:39]=4)[N:8]=3)[CH2:3]2)[CH:56]=[CH:55][CH:54]=[CH:53][CH:52]=1. Given the reactants [NH2:1][C@@H:2]1[CH2:6][CH2:5][N:4]([C:7]2[N:15]=[C:14]3[C:10]([N:11]=[CH:12][N:13]3[C@@H:16]3[CH2:20][C@H:19]([NH:21][C:22](=[O:25])[CH2:23][CH3:24])[C@@H:18]([OH:26])[C@H:17]3[OH:27])=[C:9]([NH:28][CH2:29][CH:30]([C:38]3[CH:43]=[CH:42][C:41]([OH:44])=[CH:40][CH:39]=3)[C:31]3[CH:36]=[CH:35][C:34]([OH:37])=[CH:33][CH:32]=3)[N:8]=2)[CH2:3]1.C(=O)([O-])[O-].[K+].[K+].[C:51]1([O:57][C:58](Cl)=[O:59])[CH:56]=[CH:55][CH:54]=[CH:53][CH:52]=1, predict the reaction product. (2) The product is: [CH2:18]([O:17][C:15]([NH:8][CH:7]([CH2:6][C:5]1[CH:4]=[CH:3][C:2]([Cl:1])=[CH:13][CH:12]=1)[C:9]([OH:11])=[O:10])=[O:16])[CH:19]=[CH2:20]. Given the reactants [Cl:1][C:2]1[CH:13]=[CH:12][C:5]([CH2:6][C@@H:7]([C:9]([OH:11])=[O:10])[NH2:8])=[CH:4][CH:3]=1.Cl[C:15]([O:17][CH2:18][CH:19]=[CH2:20])=[O:16], predict the reaction product. (3) Given the reactants [CH2:1]([O:3][C:4](=[O:17])[C:5]1[CH:10]=[C:9]([C:11]([CH3:14])([CH3:13])[CH3:12])[N:8]=[C:7]([Br:15])[C:6]=1[OH:16])[CH3:2].[CH:18](N(CC)C(C)C)(C)C.C[Si](C=[N+]=[N-])(C)C, predict the reaction product. The product is: [CH2:1]([O:3][C:4](=[O:17])[C:5]1[CH:10]=[C:9]([C:11]([CH3:12])([CH3:13])[CH3:14])[N:8]=[C:7]([Br:15])[C:6]=1[O:16][CH3:18])[CH3:2]. (4) Given the reactants C(NC(C)C)(C)C.C([Li])CCC.CCCCCC.[C:19]1(=[N:25][N:26]([CH3:28])[CH3:27])[CH2:24][CH2:23][CH2:22][CH2:21][CH2:20]1.[CH3:29][O:30][C:31]([C@H:33]1[CH2:38][CH2:37][C@H:36]([C:39](Cl)=[O:40])[CH2:35][CH2:34]1)=[O:32].C(O)(=O)C, predict the reaction product. The product is: [CH3:29][O:30][C:31]([C@H:33]1[CH2:38][CH2:37][C@H:36]([C:39]([CH:20]2[CH2:21][CH2:22][CH2:23][CH2:24][C:19]2=[N:25][N:26]([CH3:28])[CH3:27])=[O:40])[CH2:35][CH2:34]1)=[O:32]. (5) Given the reactants [CH3:1][O:2][C:3]1[CH:4]=[C:5]([C:11]2[C:20]3[N:19]=[CH:18][CH:17]=[N:16][C:15]=3[C:14]([C:21]([OH:23])=[O:22])=[CH:13][CH:12]=2)[CH:6]=[C:7]([O:9][CH3:10])[CH:8]=1.OS(O)(=O)=O.[CH3:29][CH2:30]O, predict the reaction product. The product is: [CH2:29]([O:22][C:21]([C:14]1[C:15]2[N:16]=[CH:17][CH:18]=[N:19][C:20]=2[C:11]([C:5]2[CH:4]=[C:3]([O:2][CH3:1])[CH:8]=[C:7]([O:9][CH3:10])[CH:6]=2)=[CH:12][CH:13]=1)=[O:23])[CH3:30]. (6) Given the reactants [Cl:1][C:2]1[CH:3]=[C:4]([C@@H:14]([NH:21][C:22](=[O:42])[CH2:23][NH:24][C:25](=[O:41])[C:26]2[CH:31]=[C:30]([NH:32][C:33]3[NH:34][CH2:35][CH:36]([OH:39])[CH2:37][N:38]=3)[CH:29]=[C:28]([OH:40])[CH:27]=2)[CH2:15][C:16]([O:18]CC)=[O:17])[CH:5]=[C:6]([C:8]([CH3:13])([CH3:12])[CH2:9][O:10][CH3:11])[CH:7]=1.O.[OH-].[Li+], predict the reaction product. The product is: [Cl:1][C:2]1[CH:3]=[C:4]([C@@H:14]([NH:21][C:22](=[O:42])[CH2:23][NH:24][C:25](=[O:41])[C:26]2[CH:31]=[C:30]([NH:32][C:33]3[NH:38][CH2:37][CH:36]([OH:39])[CH2:35][N:34]=3)[CH:29]=[C:28]([OH:40])[CH:27]=2)[CH2:15][C:16]([OH:18])=[O:17])[CH:5]=[C:6]([C:8]([CH3:13])([CH3:12])[CH2:9][O:10][CH3:11])[CH:7]=1. (7) Given the reactants [CH3:1][S:2](Cl)(=[O:4])=[O:3].C(N(CC)CC)C.[C:13]([O:17][C:18](=[O:34])[NH:19][C@H:20]([CH2:32][OH:33])[CH2:21][CH2:22][CH2:23][NH:24][C:25]([O:27][C:28]([CH3:31])([CH3:30])[CH3:29])=[O:26])([CH3:16])([CH3:15])[CH3:14], predict the reaction product. The product is: [CH3:1][S:2]([O:33][CH2:32][C@@H:20]([NH:19][C:18]([O:17][C:13]([CH3:15])([CH3:14])[CH3:16])=[O:34])[CH2:21][CH2:22][CH2:23][NH:24][C:25]([O:27][C:28]([CH3:31])([CH3:30])[CH3:29])=[O:26])(=[O:4])=[O:3].